This data is from Experimentally validated miRNA-target interactions with 360,000+ pairs, plus equal number of negative samples. The task is: Binary Classification. Given a miRNA mature sequence and a target amino acid sequence, predict their likelihood of interaction. The miRNA is hsa-miR-1243 with sequence AACUGGAUCAAUUAUAGGAGUG. The protein sequence of the target gene is MAPRGFSCLLLSTSEIDLPVKRRA. Result: 1 (interaction).